This data is from Reaction yield outcomes from USPTO patents with 853,638 reactions. The task is: Predict the reaction yield, written as a fraction of the theoretical maximum amount of product (1.0 means a 100% yield; for example, 0.34 means a 34% yield). (1) The reactants are FC(F)(F)C(O)=O.[Cl:8][C:9]1[C:10]([F:41])=[C:11]([CH:15]2[C:19]([C:22]3[CH:27]=[CH:26][C:25]([Cl:28])=[CH:24][C:23]=3[F:29])([C:20]#[N:21])[CH:18]([CH2:30][C:31]([CH2:36][CH3:37])([CH2:34][CH3:35])[CH2:32][CH3:33])[NH:17][CH:16]2[C:38](O)=[O:39])[CH:12]=[CH:13][CH:14]=1.CC1(C)[O:47][C@@H:46]([CH2:48][CH2:49][NH2:50])[CH2:45][O:44]1.CN(C(ON1N=NC2C=CC=NC1=2)=[N+](C)C)C.F[P-](F)(F)(F)(F)F.CCN(C(C)C)C(C)C.Cl. The catalyst is C(Cl)Cl.O1CCCC1. The product is [OH:47][C@H:46]([CH2:45][OH:44])[CH2:48][CH2:49][NH:50][C:38]([CH:16]1[CH:15]([C:11]2[CH:12]=[CH:13][CH:14]=[C:9]([Cl:8])[C:10]=2[F:41])[C:19]([C:22]2[CH:27]=[CH:26][C:25]([Cl:28])=[CH:24][C:23]=2[F:29])([C:20]#[N:21])[CH:18]([CH2:30][C:31]([CH2:36][CH3:37])([CH2:32][CH3:33])[CH2:34][CH3:35])[NH:17]1)=[O:39]. The yield is 0.700. (2) No catalyst specified. The reactants are [F:1][C:2]1[CH:3]=[C:4]([CH2:8][C:9]#[N:10])[CH:5]=[CH:6][CH:7]=1.Br[CH2:12][CH2:13][CH2:14][CH2:15][CH2:16]Br. The yield is 0.970. The product is [F:1][C:2]1[CH:3]=[C:4]([C:8]2([C:9]#[N:10])[CH2:16][CH2:15][CH2:14][CH2:13][CH2:12]2)[CH:5]=[CH:6][CH:7]=1.